Dataset: Reaction yield outcomes from USPTO patents with 853,638 reactions. Task: Predict the reaction yield, written as a fraction of the theoretical maximum amount of product (1.0 means a 100% yield; for example, 0.34 means a 34% yield). The reactants are [Cl:1][C:2]1[CH:7]=[CH:6][C:5](I)=[C:4]([O:9][CH3:10])[CH:3]=1.[NH:11]1[CH:15]=[CH:14][N:13]=[CH:12]1.C([O-])([O-])=O.[Cs+].[Cs+]. The catalyst is O1CCOCC1.[Cu]I. The product is [Cl:1][C:2]1[CH:7]=[CH:6][C:5]([N:11]2[CH:15]=[CH:14][N:13]=[CH:12]2)=[C:4]([O:9][CH3:10])[CH:3]=1. The yield is 0.460.